Predict the product of the given reaction. From a dataset of Forward reaction prediction with 1.9M reactions from USPTO patents (1976-2016). (1) The product is: [ClH:13].[OH:15][C@H:16]([C:41]1[CH:42]=[CH:43][CH:44]=[CH:45][CH:46]=1)[CH2:17][NH:18][C:19]1[CH:24]=[CH:23][C:22]([CH2:25][CH2:26][NH:27][CH2:28][C@H:29]([OH:40])[C:30]2[CH:35]=[CH:34][C:33]([OH:36])=[C:32]([NH:37][CH:38]=[O:39])[CH:31]=2)=[CH:21][CH:20]=1.[OH:15][C@H:16]([C:41]1[CH:42]=[CH:43][CH:44]=[CH:45][CH:46]=1)[CH2:17][NH:18][C:19]1[CH:24]=[CH:23][C:22]([CH2:25][CH2:26][NH:27][CH2:28][C@H:29]([OH:40])[C:30]2[CH:35]=[CH:34][C:33]([OH:36])=[C:32]([NH:37][CH:38]=[O:39])[CH:31]=2)=[CH:21][CH:20]=1. Given the reactants C1(N)C(F)=C(F)C(F)=C(N)C=1F.[ClH:13].Cl.[OH:15][C@H:16]([C:41]1[CH:46]=[CH:45][CH:44]=[CH:43][CH:42]=1)[CH2:17][NH:18][C:19]1[CH:24]=[CH:23][C:22]([CH2:25][CH2:26][NH:27][CH2:28][C@H:29]([OH:40])[C:30]2[CH:35]=[CH:34][C:33]([OH:36])=[C:32]([NH:37][CH:38]=[O:39])[CH:31]=2)=[CH:21][CH:20]=1, predict the reaction product. (2) The product is: [F:1][C:2]1[CH:3]=[CH:4][C:5]([N:8]2[C:16]3[C:11](=[CH:12][C:13]([CH:17]([OH:18])[CH2:19][CH:20]([CH3:22])[CH3:21])=[CH:14][CH:15]=3)[CH:10]=[N:9]2)=[CH:6][CH:7]=1. Given the reactants [F:1][C:2]1[CH:7]=[CH:6][C:5]([N:8]2[C:16]3[C:11](=[CH:12][C:13]([CH:17]=[O:18])=[CH:14][CH:15]=3)[CH:10]=[N:9]2)=[CH:4][CH:3]=1.[CH2:19]([Mg]Br)[CH:20]([CH3:22])[CH3:21], predict the reaction product.